Dataset: Full USPTO retrosynthesis dataset with 1.9M reactions from patents (1976-2016). Task: Predict the reactants needed to synthesize the given product. (1) Given the product [Cl:10][C:6]1[C:7]([C:8]#[N:9])=[C:2]([NH:19][C:16]2[CH:17]=[CH:18][C:13]([S:12][CH3:11])=[CH:14][CH:15]=2)[N:3]=[CH:4][N:5]=1, predict the reactants needed to synthesize it. The reactants are: Cl[C:2]1[C:7]([C:8]#[N:9])=[C:6]([Cl:10])[N:5]=[CH:4][N:3]=1.[CH3:11][S:12][C:13]1[CH:18]=[CH:17][C:16]([NH2:19])=[CH:15][CH:14]=1. (2) Given the product [OH:2][C@H:27]([C:28]1[S:29][CH:30]=[CH:31][CH:32]=1)[CH2:22][C:23]([O:25][CH3:26])=[O:24], predict the reactants needed to synthesize it. The reactants are: C(O)=[O:2].CCN(CC)CC.C(O)=O.CCN(CC)CC.O=[C:22]([CH2:27][C:28]1[S:29][CH:30]=[CH:31][CH:32]=1)[C:23]([O:25][CH3:26])=[O:24].